The task is: Predict the product of the given reaction.. This data is from Forward reaction prediction with 1.9M reactions from USPTO patents (1976-2016). The product is: [Cl:1][C:2]1[N:7]=[CH:6][C:5]2[C:8]([I:11])=[N:9][N:10]([CH:15]([CH3:17])[CH3:16])[C:4]=2[CH:3]=1. Given the reactants [Cl:1][C:2]1[N:7]=[CH:6][C:5]2[C:8]([I:11])=[N:9][NH:10][C:4]=2[CH:3]=1.[H-].[Na+].Br[CH:15]([CH3:17])[CH3:16], predict the reaction product.